This data is from Forward reaction prediction with 1.9M reactions from USPTO patents (1976-2016). The task is: Predict the product of the given reaction. (1) Given the reactants [C:1]([C:3]1[CH:8]=[CH:7][C:6]([CH:9]([CH3:13])[C:10]([OH:12])=O)=[CH:5][C:4]=1[CH3:14])#[N:2].CN(C)CCCN=C=NCC.ON1C2C=CC=CC=2N=N1.[C:36]1([CH3:54])[CH:41]=[CH:40][CH:39]=[C:38]([C:42]2[C:47]([CH2:48][NH2:49])=[CH:46][CH:45]=[C:44]([C:50]([F:53])([F:52])[F:51])[N:43]=2)[CH:37]=1.C(N(CC)CC)C, predict the reaction product. The product is: [C:1]([C:3]1[CH:8]=[CH:7][C:6]([CH:9]([CH3:13])[C:10]([NH:49][CH2:48][C:47]2[C:42]([C:38]3[CH:37]=[C:36]([CH3:54])[CH:41]=[CH:40][CH:39]=3)=[N:43][C:44]([C:50]([F:53])([F:51])[F:52])=[CH:45][CH:46]=2)=[O:12])=[CH:5][C:4]=1[CH3:14])#[N:2]. (2) Given the reactants FC(F)(F)C(O)=O.[NH:8]1[CH2:12][CH2:11][C@@H:10]([S:13][C:14]2[CH:19]=[CH:18][C:17]([OH:20])=[CH:16][CH:15]=2)[CH2:9]1.[CH2:21]([CH:29]1[CH2:31][O:30]1)[CH2:22][C:23]1[CH:28]=[CH:27][CH:26]=[CH:25][CH:24]=1, predict the reaction product. The product is: [OH:30][C@H:29]([CH2:21][CH2:22][C:23]1[CH:28]=[CH:27][CH:26]=[CH:25][CH:24]=1)[CH2:31][N:8]1[CH2:12][CH2:11][C@@H:10]([S:13][C:14]2[CH:19]=[CH:18][C:17]([OH:20])=[CH:16][CH:15]=2)[CH2:9]1. (3) The product is: [Cl:11][C:12]1[CH:17]=[CH:16][C:15]([S:18]([NH:8][C:6]2[CH:7]=[C:2]([Cl:1])[CH:3]=[CH:4][C:5]=2[S:9][CH3:10])(=[O:20])=[O:19])=[CH:14][CH:13]=1. Given the reactants [Cl:1][C:2]1[CH:3]=[CH:4][C:5]([S:9][CH3:10])=[C:6]([NH2:8])[CH:7]=1.[Cl:11][C:12]1[CH:17]=[CH:16][C:15]([S:18](Cl)(=[O:20])=[O:19])=[CH:14][CH:13]=1, predict the reaction product. (4) Given the reactants [NH:1]1[C:5]2[CH:6]=[CH:7][C:8]([N:10]3[CH:14]([C:15]4[CH:20]=[CH:19][C:18]([N:21]5[CH2:26][CH2:25][O:24][CH2:23][CH2:22]5)=[CH:17][CH:16]=4)[C:13](O)=[CH:12][C:11]3=[O:28])=[CH:9][C:4]=2[N:3]=[CH:2]1.[CH:29]1([NH2:35])[CH2:34][CH2:33][CH2:32][CH2:31][CH2:30]1, predict the reaction product. The product is: [NH:1]1[C:5]2[CH:6]=[CH:7][C:8]([N:10]3[CH:14]([C:15]4[CH:20]=[CH:19][C:18]([N:21]5[CH2:22][CH2:23][O:24][CH2:25][CH2:26]5)=[CH:17][CH:16]=4)[C:13]([NH:35][CH:29]4[CH2:34][CH2:33][CH2:32][CH2:31][CH2:30]4)=[CH:12][C:11]3=[O:28])=[CH:9][C:4]=2[N:3]=[CH:2]1. (5) The product is: [F:1][C:2]1[CH:7]=[CH:6][CH:5]=[C:4]([F:8])[C:3]=1[C:9]1[N:14]=[C:13]([C:15]([NH:17][C:18]2[CH:19]=[N:20][CH:21]=[CH:22][C:23]=2[C@H:24]2[CH2:29][C@@H:28]([NH:30][C:31](=[O:37])[O:32][C:33]([CH3:35])([CH3:36])[CH3:34])[C@@H:27]([S@@:38]([CH3:39])=[O:50])[C@@H:26]([CH3:40])[CH2:25]2)=[O:16])[CH:12]=[CH:11][C:10]=1[F:41]. Given the reactants [F:1][C:2]1[CH:7]=[CH:6][CH:5]=[C:4]([F:8])[C:3]=1[C:9]1[N:14]=[C:13]([C:15]([NH:17][C:18]2[CH:19]=[N:20][CH:21]=[CH:22][C:23]=2[C@H:24]2[CH2:29][C@@H:28]([NH:30][C:31](=[O:37])[O:32][C:33]([CH3:36])([CH3:35])[CH3:34])[C@@H:27]([S:38][CH3:39])[C@@H:26]([CH3:40])[CH2:25]2)=[O:16])[CH:12]=[CH:11][C:10]=1[F:41].C1C=C(Cl)C=C(C(OO)=[O:50])C=1.C1CCCCC=1, predict the reaction product. (6) Given the reactants [O:1]1[CH2:6][CH2:5][N:4]([C:7]2[S:8][N:9]=[C:10]3[CH:15]=[C:14](Br)[CH:13]=[N:12][C:11]=23)[CH2:3][CH2:2]1.[CH3:17][O:18][C:19]1[CH:24]=[C:23](B2OC(C)(C)C(C)(C)O2)[CH:22]=[CH:21][C:20]=1[OH:34].C([O-])([O-])=O.[K+].[K+], predict the reaction product. The product is: [CH3:17][O:18][C:19]1[CH:24]=[C:23]([C:14]2[CH:13]=[N:12][C:11]3=[C:7]([N:4]4[CH2:5][CH2:6][O:1][CH2:2][CH2:3]4)[S:8][N:9]=[C:10]3[CH:15]=2)[CH:22]=[CH:21][C:20]=1[OH:34]. (7) Given the reactants [CH3:1][O:2][C:3]1[C:4]2[C:13]([C:14]3[CH:19]=[CH:18][CH:17]=[CH:16][CH:15]=3)=[C:12]([C:20]3[CH:25]=[CH:24][C:23]([C:26]4([NH:30]C(=O)OC(C)(C)C)[CH2:29][CH2:28][CH2:27]4)=[CH:22][CH:21]=3)[O:11][C:5]=2[N:6]=[C:7]([NH:9][CH3:10])[N:8]=1.C(O)(C(F)(F)F)=O, predict the reaction product. The product is: [NH2:30][C:26]1([C:23]2[CH:22]=[CH:21][C:20]([C:12]3[O:11][C:5]4[N:6]=[C:7]([NH:9][CH3:10])[N:8]=[C:3]([O:2][CH3:1])[C:4]=4[C:13]=3[C:14]3[CH:15]=[CH:16][CH:17]=[CH:18][CH:19]=3)=[CH:25][CH:24]=2)[CH2:27][CH2:28][CH2:29]1. (8) Given the reactants C(=O)([O-])[O-].[K+].[K+].Br[CH:8]([OH:10])[CH3:9].[CH:11]([O:14][C:15]([N:17]1[C:30]2[C:22](=[CH:23][C:24]3[CH2:25][CH2:26][CH2:27][C:28]=3[CH:29]=2)[C@@H:21]([N:31]([CH2:37][C:38]2[CH:43]=[C:42]([C:44]([F:47])([F:46])[F:45])[CH:41]=[C:40]([C:48]([F:51])([F:50])[F:49])[CH:39]=2)[C:32]2[N:33]=[N:34][NH:35][N:36]=2)[CH2:20][CH2:19][CH2:18]1)=[O:16])([CH3:13])[CH3:12].Cl, predict the reaction product. The product is: [CH:11]([O:14][C:15]([N:17]1[C:30]2[C:22](=[CH:23][C:24]3[CH2:25][CH2:26][CH2:27][C:28]=3[CH:29]=2)[C@@H:21]([N:31]([CH2:37][C:38]2[CH:39]=[C:40]([C:48]([F:49])([F:50])[F:51])[CH:41]=[C:42]([C:44]([F:45])([F:46])[F:47])[CH:43]=2)[C:32]2[N:33]=[N:34][N:35]([CH2:9][CH2:8][OH:10])[N:36]=2)[CH2:20][CH2:19][CH2:18]1)=[O:16])([CH3:13])[CH3:12]. (9) The product is: [Cl:24][C:25]1[CH:26]=[CH:27][C:28](/[CH:29]=[CH:18]/[C:17]2[CH:16]=[C:15]([CH2:14][CH2:13][CH2:12][N:3]3[C:4](=[O:11])[C:5]4[C:10](=[CH:9][CH:8]=[CH:7][CH:6]=4)[C:2]3=[O:1])[CH:22]=[CH:21][CH:20]=2)=[CH:49][CH:50]=1.[Cl:24][C:25]1[CH:26]=[CH:27][C:28](/[CH:29]=[CH:18]\[C:17]2[CH:16]=[C:15]([CH2:14][CH2:13][CH2:12][N:3]3[C:4](=[O:11])[C:5]4[C:10](=[CH:9][CH:8]=[CH:7][CH:6]=4)[C:2]3=[O:1])[CH:22]=[CH:21][CH:20]=2)=[CH:49][CH:50]=1. Given the reactants [O:1]=[C:2]1[C:10]2[C:5](=[CH:6][CH:7]=[CH:8][CH:9]=2)[C:4](=[O:11])[N:3]1[CH2:12][CH2:13][CH2:14][C:15]1[CH:16]=[C:17]([CH:20]=[CH:21][CH:22]=1)[CH:18]=O.[Br-].[Cl:24][C:25]1[CH:50]=[CH:49][C:28]([CH2:29][P+](C2C=CC=CC=2)(C2C=CC=CC=2)C2C=CC=CC=2)=[CH:27][CH:26]=1, predict the reaction product.